This data is from Catalyst prediction with 721,799 reactions and 888 catalyst types from USPTO. The task is: Predict which catalyst facilitates the given reaction. (1) Reactant: [OH:1][C:2]1[C:6]([C:7]([O:9][CH2:10][CH3:11])=[O:8])=[CH:5][N:4]([CH:12]([CH3:14])[CH3:13])[N:3]=1.[Br:15]N1C(=O)CCC1=O. Product: [Br:15][C:5]1[N:4]([CH:12]([CH3:13])[CH3:14])[N:3]=[C:2]([OH:1])[C:6]=1[C:7]([O:9][CH2:10][CH3:11])=[O:8]. The catalyst class is: 4. (2) Reactant: C([O:3][C:4](=O)/[CH:5]=[C:6](/[O:30][C:31]1[CH:36]=[CH:35][CH:34]=[CH:33][C:32]=1[Br:37])\[CH2:7][NH:8][CH:9]([C:17](=[O:29])[NH:18][C:19]1[CH:23]=[CH:22][N:21]([CH2:24][C:25]([OH:28])([CH3:27])[CH3:26])[N:20]=1)[CH2:10][CH:11]1[CH2:16][CH2:15][O:14][CH2:13][CH2:12]1)C. Product: [Br:37][C:32]1[CH:33]=[CH:34][CH:35]=[CH:36][C:31]=1[O:30][C:6]1[CH2:7][N:8]([CH:9]([CH2:10][CH:11]2[CH2:16][CH2:15][O:14][CH2:13][CH2:12]2)[C:17]([NH:18][C:19]2[CH:23]=[CH:22][N:21]([CH2:24][C:25]([OH:28])([CH3:26])[CH3:27])[N:20]=2)=[O:29])[C:4](=[O:3])[CH:5]=1. The catalyst class is: 7.